From a dataset of Catalyst prediction with 721,799 reactions and 888 catalyst types from USPTO. Predict which catalyst facilitates the given reaction. (1) Product: [CH3:1][C:2]1[C:3]([CH:8]([O:10][S:19]([CH3:18])(=[O:21])=[O:20])[CH3:9])=[N:4][CH:5]=[CH:6][CH:7]=1. Reactant: [CH3:1][C:2]1[C:3]([CH:8]([OH:10])[CH3:9])=[N:4][CH:5]=[CH:6][CH:7]=1.CCN(CC)CC.[CH3:18][S:19](Cl)(=[O:21])=[O:20]. The catalyst class is: 326. (2) Reactant: [Cl:1][C:2]1[CH:28]=[C:27]([Cl:29])[CH:26]=[CH:25][C:3]=1[CH2:4][O:5][CH2:6][C@H:7]1[O:11][CH:10]([O:12][CH3:13])[C@H:9]([OH:14])[C@@H:8]1[O:15][CH2:16][C:17]1[CH:22]=[CH:21][C:20]([Cl:23])=[CH:19][C:18]=1[Cl:24].ClN1C(=O)N(Cl)C(=O)N(Cl)C1=O.CC1(C)N([O])C(C)(C)CCC1. Product: [Cl:1][C:2]1[CH:28]=[C:27]([Cl:29])[CH:26]=[CH:25][C:3]=1[CH2:4][O:5][CH2:6][C@H:7]1[O:11][CH:10]([O:12][CH3:13])[C:9](=[O:14])[C@@H:8]1[O:15][CH2:16][C:17]1[CH:22]=[CH:21][C:20]([Cl:23])=[CH:19][C:18]=1[Cl:24]. The catalyst class is: 2. (3) Reactant: [CH3:1][C:2]1([CH3:24])[C:6]([CH3:8])([CH3:7])[O:5][B:4]([C:9]2[CH:23]=[CH:22][C:12]([O:13][CH2:14][CH2:15][CH2:16][C:17]([O:19]CC)=[O:18])=[CH:11][CH:10]=2)[O:3]1.[OH-].[Li+].Cl. Product: [CH3:7][C:6]1([CH3:8])[C:2]([CH3:1])([CH3:24])[O:3][B:4]([C:9]2[CH:23]=[CH:22][C:12]([O:13][CH2:14][CH2:15][CH2:16][C:17]([OH:19])=[O:18])=[CH:11][CH:10]=2)[O:5]1. The catalyst class is: 8. (4) Reactant: [Br:1][C:2]1[CH:7]=[CH:6][C:5]([N:8]([C:16]2[CH:21]=[CH:20][C:19]([C:22]#[N:23])=[C:18]([O:24][CH3:25])[N:17]=2)[C:9](=[O:15])[O:10][C:11]([CH3:14])([CH3:13])[CH3:12])=[CH:4][C:3]=1[CH3:26].[Br:27]N1C(=O)CCC1=O.O. Product: [Br:1][C:2]1[CH:7]=[CH:6][C:5]([N:8]([C:16]2[CH:21]=[CH:20][C:19]([C:22]#[N:23])=[C:18]([O:24][CH3:25])[N:17]=2)[C:9](=[O:15])[O:10][C:11]([CH3:14])([CH3:13])[CH3:12])=[CH:4][C:3]=1[CH2:26][Br:27]. The catalyst class is: 734.